Dataset: Catalyst prediction with 721,799 reactions and 888 catalyst types from USPTO. Task: Predict which catalyst facilitates the given reaction. (1) Reactant: [CH2:1]([N:3]([CH2:6][CH3:7])[CH2:4][CH3:5])[CH3:2].CS(Cl)(=O)=O.[NH:13]([C:20]1[C:25]([Br:26])=[CH:24][N:23]=[C:22]([NH:27][C:28]2[CH:33]=[CH:32][C:31]([CH2:34][O:35]CCO)=[CH:30][CH:29]=2)[N:21]=1)[C:14]1[CH:19]=[CH:18][CH:17]=[CH:16][CH:15]=1.C(NCC)C. Product: [NH:13]([C:20]1[C:25]([Br:26])=[CH:24][N:23]=[C:22]([NH:27][C:28]2[CH:29]=[CH:30][C:31]([CH2:34][O:35][CH2:2][CH2:1][N:3]([CH2:6][CH3:7])[CH2:4][CH3:5])=[CH:32][CH:33]=2)[N:21]=1)[C:14]1[CH:19]=[CH:18][CH:17]=[CH:16][CH:15]=1. The catalyst class is: 2. (2) Reactant: [OH-].[Na+].C[O:4][C:5](=[O:15])[C:6]1[CH:11]=[CH:10][CH:9]=[C:8]([CH3:12])[C:7]=1[O:13][CH3:14]. Product: [CH3:14][O:13][C:7]1[C:8]([CH3:12])=[CH:9][CH:10]=[CH:11][C:6]=1[C:5]([OH:15])=[O:4]. The catalyst class is: 7. (3) Reactant: [CH3:1][O:2][C:3]([CH2:5][CH2:6][C:7]1[CH:8]=[CH:9][C:10]2[C:11]3[CH2:20][CH2:19][CH2:18][C:12]=3[C:13](=[O:17])[NH:14][C:15]=2[CH:16]=1)=[O:4].[Mg]. Product: [CH3:1][O:2][C:3]([CH2:5][CH2:6][C:7]1[CH:8]=[CH:9][C:10]2[CH:11]3[CH2:20][CH2:19][CH2:18][CH:12]3[C:13](=[O:17])[NH:14][C:15]=2[CH:16]=1)=[O:4]. The catalyst class is: 92. (4) Reactant: [CH2:1]([NH2:4])[CH2:2][NH2:3].[CH3:5][O:6][C:7]1[CH:12]=[CH:11][C:10]([C:13]([CH:15]=O)=O)=[CH:9][CH:8]=1.[BH4-].[Na+]. Product: [CH3:5][O:6][C:7]1[CH:12]=[CH:11][C:10]([CH:13]2[CH2:15][NH:4][CH2:1][CH2:2][NH:3]2)=[CH:9][CH:8]=1. The catalyst class is: 111. (5) The catalyst class is: 3. Reactant: [F:1][C:2]1[CH:3]=[CH:4][C:5]([C:8]2[CH:9]=[N:10][N:11]([CH2:13][C@@H:14]([NH:16][C:17](=[O:30])[C:18]3[CH:23]=[C:22]([CH3:24])[CH:21]=[CH:20][C:19]=3[N:25]3[N:29]=[CH:28][CH:27]=[N:26]3)[CH3:15])[CH:12]=2)=[N:6][CH:7]=1.[H-].[Na+].Br[CH2:34][CH2:35][O:36]C1CCCCO1.O. Product: [F:1][C:2]1[CH:3]=[CH:4][C:5]([C:8]2[CH:9]=[N:10][N:11]([CH2:13][C@@H:14]([N:16]([CH2:34][CH2:35][OH:36])[C:17](=[O:30])[C:18]3[CH:23]=[C:22]([CH3:24])[CH:21]=[CH:20][C:19]=3[N:25]3[N:29]=[CH:28][CH:27]=[N:26]3)[CH3:15])[CH:12]=2)=[N:6][CH:7]=1. (6) The catalyst class is: 1. Reactant: CC(C)([O-])C.[K+].[CH3:7][O:8][C:9]1[CH:22]=[CH:21][C:12]([CH2:13][NH:14][C:15]2[CH:20]=[CH:19][CH:18]=[CH:17][CH:16]=2)=[CH:11][CH:10]=1.Br[C:24]1[C:25]2[N:26]([CH:31]=[CH:32][N:33]=2)[N:27]=[C:28]([Cl:30])[CH:29]=1. Product: [Cl:30][C:28]1[CH:29]=[C:24]([N:14]([CH2:13][C:12]2[CH:21]=[CH:22][C:9]([O:8][CH3:7])=[CH:10][CH:11]=2)[C:15]2[CH:20]=[CH:19][CH:18]=[CH:17][CH:16]=2)[C:25]2[N:26]([CH:31]=[CH:32][N:33]=2)[N:27]=1. (7) Reactant: [CH3:1][N:2]1[C:11](=[O:12])[C:10]2[C:5](=[C:6]([C:13]3[NH:21][C:20]4[CH2:19][CH2:18][NH:17][C:16](=[O:22])[C:15]=4[CH:14]=3)[CH:7]=[CH:8][CH:9]=2)[N:4]=[C:3]1SC.[NH2:25][C:26]1[CH:31]=[CH:30][CH:29]=[CH:28][CH:27]=1.Cl. Product: [CH3:1][N:2]1[C:11](=[O:12])[C:10]2[C:5](=[C:6]([C:13]3[NH:21][C:20]4[CH2:19][CH2:18][NH:17][C:16](=[O:22])[C:15]=4[CH:14]=3)[CH:7]=[CH:8][CH:9]=2)[N:4]=[C:3]1[NH:25][C:26]1[CH:31]=[CH:30][CH:29]=[CH:28][CH:27]=1. The catalyst class is: 28. (8) Reactant: [C:1]1([CH3:11])[CH:6]=[CH:5][C:4]([S:7]([OH:10])(=[O:9])=[O:8])=[CH:3][CH:2]=1.[CH3:12][CH2:13][O:14][C:15]([C:17]1[CH:22]([C:23]2[CH:24]=[CH:25][CH:26]=[CH:27][C:28]=2[Cl:29])[C:21]([C:30]([O:32][CH3:33])=[O:31])=[C:20]([CH3:34])[NH:19][C:18]=1[CH2:35][O:36][CH2:37][CH2:38][NH2:39])=[O:16]. Product: [CH3:12][CH2:13][O:14][C:15]([C:17]1[CH:22]([C:23]2[CH:24]=[CH:25][CH:26]=[CH:27][C:28]=2[Cl:29])[C:21]([C:30]([O:32][CH3:33])=[O:31])=[C:20]([CH3:34])[NH:19][C:18]=1[CH2:35][O:36][CH2:37][CH2:38][NH2:39])=[O:16].[C:1]1([CH3:11])[CH:2]=[CH:3][C:4]([S:7]([O-:10])(=[O:8])=[O:9])=[CH:5][CH:6]=1. The catalyst class is: 5.